From a dataset of Reaction yield outcomes from USPTO patents with 853,638 reactions. Predict the reaction yield, written as a fraction of the theoretical maximum amount of product (1.0 means a 100% yield; for example, 0.34 means a 34% yield). (1) The catalyst is O1CCCC1.C(OCC)(=O)C. The product is [F:33][C:20]1[CH:21]=[C:22]([C:25]2[C:26]([C:31]#[N:32])=[CH:27][CH:28]=[CH:29][CH:30]=2)[CH:23]=[CH:24][C:19]=1[CH2:18][C:15]1[C:16](=[O:17])[N:11]([C@H:8]2[CH2:9][CH2:10][C@H:5]([OH:4])[CH2:6][CH2:7]2)[C:12]2[N:13]([N:37]=[CH:38][CH:39]=2)[C:14]=1[CH2:34][CH2:35][CH3:36]. The yield is 0.910. The reactants are O1[C:5]2([CH2:10][CH2:9][CH:8]([N:11]3[C:16](=[O:17])[C:15]([CH2:18][C:19]4[CH:24]=[CH:23][C:22]([C:25]5[C:26]([C:31]#[N:32])=[CH:27][CH:28]=[CH:29][CH:30]=5)=[CH:21][C:20]=4[F:33])=[C:14]([CH2:34][CH2:35][CH3:36])[N:13]4[N:37]=[CH:38][CH:39]=[C:12]34)[CH2:7][CH2:6]2)[O:4]CC1.Cl.[OH-].[Na+]. (2) The reactants are C(OC(=O)[NH:7][C@H:8]([CH2:24][NH:25][OH:26])[CH2:9][C:10]1[CH:15]=[CH:14][C:13]([O:16][C:17]2[CH:22]=[CH:21][C:20]([Cl:23])=[CH:19][CH:18]=2)=[CH:12][CH:11]=1)(C)(C)C.Cl.O1CCOCC1. No catalyst specified. The product is [ClH:23].[NH2:7][C@@H:8]([CH2:9][C:10]1[CH:15]=[CH:14][C:13]([O:16][C:17]2[CH:18]=[CH:19][C:20]([Cl:23])=[CH:21][CH:22]=2)=[CH:12][CH:11]=1)[CH2:24][NH:25][OH:26]. The yield is 0.740. (3) The reactants are I[C:2]1[CH:3]=[N:4][N:5]([CH:7]2[CH2:12][CH2:11][CH2:10][CH2:9][O:8]2)[CH:6]=1.[C:13]1(B2OC(C)(C)C(C)(C)O2)[CH2:18][CH2:17][CH2:16][CH2:15][CH:14]=1.C(=O)([O-])[O-].[K+].[K+].O. The catalyst is CN(C=O)C.C1C=CC(P(C2C=CC=CC=2)[C-]2C=CC=C2)=CC=1.C1C=CC(P(C2C=CC=CC=2)[C-]2C=CC=C2)=CC=1.Cl[Pd]Cl.[Fe+2]. The product is [C:13]1([C:2]2[CH:3]=[N:4][N:5]([CH:7]3[CH2:12][CH2:11][CH2:10][CH2:9][O:8]3)[CH:6]=2)[CH2:18][CH2:17][CH2:16][CH2:15][CH:14]=1. The yield is 0.380. (4) The catalyst is CN(C)C=O. The product is [Br:24][C:11]1[N:12]([S:13]([C:16]2[CH:17]=[N:18][CH:19]=[CH:20][CH:21]=2)(=[O:15])=[O:14])[C:8]([C:3]2[CH:4]=[CH:5][CH:6]=[CH:7][C:2]=2[F:1])=[CH:9][C:10]=1[CH:22]=[O:23]. The reactants are [F:1][C:2]1[CH:7]=[CH:6][CH:5]=[CH:4][C:3]=1[C:8]1[N:12]([S:13]([C:16]2[CH:17]=[N:18][CH:19]=[CH:20][CH:21]=2)(=[O:15])=[O:14])[CH:11]=[C:10]([CH:22]=[O:23])[CH:9]=1.[Br:24]N1C(=O)CCC1=O.C(=O)([O-])O.[Na+]. The yield is 0.660. (5) The reactants are [Cl:1][C:2]1[CH:3]=[CH:4][C:5]([O:23][CH3:24])=[C:6]([CH:22]=1)[C:7]([NH:9][CH2:10][CH2:11][CH:12]1[CH2:17][CH2:16][N:15]([S:18]([NH2:21])(=[O:20])=[O:19])[CH2:14][CH2:13]1)=[O:8].C(=O)([O-])[O-].[Cs+].[Cs+].[CH:31]1([N:34]=[C:35]=[S:36])[CH2:33][CH2:32]1. The catalyst is CN1CCCC1=O. The product is [Cl:1][C:2]1[CH:3]=[CH:4][C:5]([O:23][CH3:24])=[C:6]([CH:22]=1)[C:7]([NH:9][CH2:10][CH2:11][CH:12]1[CH2:17][CH2:16][N:15]([S:18]([NH:21][C:35]([NH:34][CH:31]2[CH2:33][CH2:32]2)=[S:36])(=[O:20])=[O:19])[CH2:14][CH2:13]1)=[O:8]. The yield is 0.410.